Dataset: Experimentally validated miRNA-target interactions with 360,000+ pairs, plus equal number of negative samples. Task: Binary Classification. Given a miRNA mature sequence and a target amino acid sequence, predict their likelihood of interaction. (1) The miRNA is hsa-miR-539-3p with sequence AUCAUACAAGGACAAUUUCUUU. The protein sequence of the target gene is MIGGLFIYNHKGEVLISRVYRDDIGRNAVDAFRVNVIHARQQVRSPVTNIARTSFFHVKRSNIWLAAVTKQNVNAAMVFEFLYKMCDVMTAYFGKISEENIKNNFVLIYELLDEILDFGYPQNSETGALKTFITQQGIKSQHLTKEEQSQITSQVTGQIGWRREGIKYRRNELFLDVLESVNLLMSPQGQVLSAHVSGRVVMKSYLSGMPECKFGMNDKIVIDKQGKGGTTDDTGKSGKQSIAIDDCTFHQCVRLSKFDSERSISFIPPDGEYELMRYRTTKDIILPFRVIPLVREVGRT.... Result: 0 (no interaction). (2) The miRNA is hsa-miR-513a-3p with sequence UAAAUUUCACCUUUCUGAGAAGG. The protein sequence of the target gene is MAAVVAVCGGLGRKKLTHLVTAAVSLTHPGTHTVLWRRGCSQQVSSNEDLPISMENPYKEPLKKCILCGKHVDYKNVQLLSQFVSPFTGCIYGRHITGLCGKKQKEITKAIKRAQIMGFMPVTYKDPAYLKDPKVCNIRYRE. Result: 1 (interaction). (3) The miRNA is hsa-miR-6743-5p with sequence AAGGGGCAGGGACGGGUGGCCC. The protein sequence of the target gene is MQWRALVLGLVLLRLGLHAVLWLVFGLGPSMGFYQRFPLSFGFQRLRDPDGSGPVGPPGGPAWLHRPRRGTEGRLETPPEPGPTPGPGVCGPAHWGYALGGGGCGPDEYERRYSGAFPPQLRAQMRDLARGMFVFGYDNYMAHAFPQDELNPIYCRGRGPDRGDPSNLNINDVLGNYSLTLVDALDTLAIMGNSSEFQKAVKLVINTVSFDKDSTVQVFEATIRVLGSLLSAHRIITDSKQPFGDMTIEDYDNELLYMAHDLAVRLLPAFENTKTGIPYPRVNLKTGVPPDSNNETCTAG.... Result: 0 (no interaction).